This data is from CYP3A4 inhibition data for predicting drug metabolism from PubChem BioAssay. The task is: Regression/Classification. Given a drug SMILES string, predict its absorption, distribution, metabolism, or excretion properties. Task type varies by dataset: regression for continuous measurements (e.g., permeability, clearance, half-life) or binary classification for categorical outcomes (e.g., BBB penetration, CYP inhibition). Dataset: cyp3a4_veith. (1) The drug is O=Nc1ccc(NOC(=O)c2ccc(Br)cc2)cc1. The result is 0 (non-inhibitor). (2) The drug is COc1cccc([C@@H]2Oc3ccc(OC)cc3/C(=N/O[C@@H](C)CN3CCCCc4nc(C)c(C)cc43)[C@@H]2O)c1. The result is 1 (inhibitor).